Dataset: Full USPTO retrosynthesis dataset with 1.9M reactions from patents (1976-2016). Task: Predict the reactants needed to synthesize the given product. (1) Given the product [Br:1][C:2]1[CH:3]=[CH:4][C:5]([S:12][CH3:11])=[C:6]([CH:9]=1)[CH:7]=[O:8], predict the reactants needed to synthesize it. The reactants are: [Br:1][C:2]1[CH:3]=[CH:4][C:5](F)=[C:6]([CH:9]=1)[CH:7]=[O:8].[CH3:11][S-:12].[Na+].Cl. (2) The reactants are: [CH2:1]([O:3][C:4]1[CH:9]=[CH:8][C:7]([CH2:10][C:11](O)=O)=[CH:6][CH:5]=1)[CH3:2].CN(C(ON1N=NC2C=CC=NC1=2)=[N+](C)C)C.F[P-](F)(F)(F)(F)F.CCN(C(C)C)C(C)C.[NH2:47][C:48]1[CH:49]=[C:50]([CH:58]=[CH:59][C:60]=1[NH:61][CH2:62][CH2:63][CH:64]([CH3:66])[CH3:65])[C:51]([N:53]([CH2:56][CH3:57])[CH2:54][CH3:55])=[O:52]. Given the product [CH2:1]([O:3][C:4]1[CH:5]=[CH:6][C:7]([CH2:10][C:11]2[N:61]([CH2:62][CH2:63][CH:64]([CH3:66])[CH3:65])[C:60]3[CH:59]=[CH:58][C:50]([C:51]([N:53]([CH2:56][CH3:57])[CH2:54][CH3:55])=[O:52])=[CH:49][C:48]=3[N:47]=2)=[CH:8][CH:9]=1)[CH3:2], predict the reactants needed to synthesize it. (3) Given the product [F:16][C:7]1[C:8]([N:10]2[CH2:11][CH2:12][O:13][CH2:14][CH2:15]2)=[CH:9][C:4]([C:3]([OH:19])=[O:2])=[C:5]([O:17][CH3:18])[CH:6]=1, predict the reactants needed to synthesize it. The reactants are: C[O:2][C:3](=[O:19])[C:4]1[CH:9]=[C:8]([N:10]2[CH2:15][CH2:14][O:13][CH2:12][CH2:11]2)[C:7]([F:16])=[CH:6][C:5]=1[O:17][CH3:18].[OH-].[Na+]. (4) Given the product [ClH:25].[CH2:26]([O:33][N:34]=[C:18]([CH2:17][CH2:16][CH2:15][N:14]1[C:10]2[C:9]3[CH:8]=[CH:7][CH:6]=[CH:5][C:4]=3[N:3]=[C:2]([NH2:1])[C:11]=2[N:12]=[C:13]1[CH2:21][O:22][CH2:23][CH3:24])[CH3:19])[C:27]1[CH:32]=[CH:31][CH:30]=[CH:29][CH:28]=1, predict the reactants needed to synthesize it. The reactants are: [NH2:1][C:2]1[C:11]2[N:12]=[C:13]([CH2:21][O:22][CH2:23][CH3:24])[N:14]([CH2:15][CH2:16][CH2:17][C:18](=O)[CH3:19])[C:10]=2[C:9]2[CH:8]=[CH:7][CH:6]=[CH:5][C:4]=2[N:3]=1.[ClH:25].[CH2:26]([O:33][NH2:34])[C:27]1[CH:32]=[CH:31][CH:30]=[CH:29][CH:28]=1.